Task: Predict the reaction yield, written as a fraction of the theoretical maximum amount of product (1.0 means a 100% yield; for example, 0.34 means a 34% yield).. Dataset: Reaction yield outcomes from USPTO patents with 853,638 reactions The product is [CH3:26][S:27]([O:11][CH2:10][C@@H:9]([NH:8][C:6]([O:5][C:1]([CH3:4])([CH3:2])[CH3:3])=[O:7])[CH2:12][C:13]1[CH:14]=[CH:15][CH:16]=[CH:17][CH:18]=1)(=[O:29])=[O:28]. The catalyst is C(Cl)Cl. The yield is 0.920. The reactants are [C:1]([O:5][C:6]([NH:8][C@@H:9]([CH2:12][C:13]1[CH:18]=[CH:17][CH:16]=[CH:15][CH:14]=1)[CH2:10][OH:11])=[O:7])([CH3:4])([CH3:3])[CH3:2].C(N(CC)CC)C.[CH3:26][S:27](Cl)(=[O:29])=[O:28].